From a dataset of Full USPTO retrosynthesis dataset with 1.9M reactions from patents (1976-2016). Predict the reactants needed to synthesize the given product. (1) Given the product [C:2]([C:3]1[N:7]=[C:6]([C@H:8]2[CH2:12][CH2:11][C@H:10]([NH:13][C:14](=[O:20])[O:15][C:16]([CH3:18])([CH3:17])[CH3:19])[CH2:9]2)[O:5][N:4]=1)(=[O:1])[C:21]1[CH:22]=[CH:23][CH:24]=[CH:25][CH:26]=1, predict the reactants needed to synthesize it. The reactants are: [OH:1][CH:2]([C:21]1[CH:26]=[CH:25][CH:24]=[CH:23][CH:22]=1)[C:3]1[N:7]=[C:6]([C@H:8]2[CH2:12][CH2:11][C@H:10]([NH:13][C:14](=[O:20])[O:15][C:16]([CH3:19])([CH3:18])[CH3:17])[CH2:9]2)[O:5][N:4]=1.CC(OI1(OC(C)=O)(OC(C)=O)OC(=O)C2C=CC=CC1=2)=O.C(OCC)(=O)C. (2) Given the product [C:1]([O:5][C:6](=[O:28])[N:7]([CH:9]1[CH:13]([C:14]2[CH:15]=[CH:16][C:17]([Cl:20])=[CH:18][CH:19]=2)[CH2:12][NH:11][CH2:10]1)[CH3:8])([CH3:4])([CH3:2])[CH3:3], predict the reactants needed to synthesize it. The reactants are: [C:1]([O:5][C:6](=[O:28])[N:7]([CH:9]1[CH:13]([C:14]2[CH:19]=[CH:18][C:17]([Cl:20])=[CH:16][CH:15]=2)[CH2:12][N:11](CC2C=CC=CC=2)[CH2:10]1)[CH3:8])([CH3:4])([CH3:3])[CH3:2].ClC(OC(Cl)C)=O.